This data is from Catalyst prediction with 721,799 reactions and 888 catalyst types from USPTO. The task is: Predict which catalyst facilitates the given reaction. (1) Reactant: [CH:1]1([C:4]2[N:8]([C:9]([O:11][C:12]([CH3:15])([CH3:14])[CH3:13])=[O:10])[C:7]3[CH:16]=[C:17]([C:21]4[C:22]([CH3:27])=[N:23][O:24][C:25]=4[CH3:26])[CH:18]=[C:19](I)[C:6]=3[N:5]=2)[CH2:3][CH2:2]1.[Li]CCCC.[N:33]1[CH:38]=[CH:37][CH:36]=[CH:35][C:34]=1[C:39]([C@H:41]1[CH2:47][CH2:46][C:43]2([CH2:45][CH2:44]2)[O:42]1)=[O:40].[NH4+].[Cl-]. Product: [CH:1]1([C:4]2[N:8]([C:9]([O:11][C:12]([CH3:15])([CH3:14])[CH3:13])=[O:10])[C:7]3[CH:16]=[C:17]([C:21]4[C:22]([CH3:27])=[N:23][O:24][C:25]=4[CH3:26])[CH:18]=[C:19]([C@:39]([OH:40])([C:34]4[CH:35]=[CH:36][CH:37]=[CH:38][N:33]=4)[C@H:41]4[CH2:47][CH2:46][C:43]5([CH2:45][CH2:44]5)[O:42]4)[C:6]=3[N:5]=2)[CH2:3][CH2:2]1. The catalyst class is: 1. (2) Reactant: [C:1]([O:4][CH2:5][C:6]([CH3:37])([CH3:36])[CH2:7][N:8]1[C:14]2[CH:15]=[CH:16][C:17]([Cl:19])=[CH:18][C:13]=2[C@@H:12]([C:20]2[CH:25]=[CH:24][CH:23]=[C:22]([O:26][CH3:27])[C:21]=2[O:28][CH3:29])[O:11][C@H:10]([CH2:30]/[CH:31]=[CH:32]/[C:33]#[N:34])[C:9]1=[O:35])(=[O:3])[CH3:2].[Mg].C(N(CC)CC)C.C(Cl)(=O)C. Product: [C:1]([O:4][CH2:5][C:6]([CH3:37])([CH3:36])[CH2:7][N:8]1[C:14]2[CH:15]=[CH:16][C:17]([Cl:19])=[CH:18][C:13]=2[C@@H:12]([C:20]2[CH:25]=[CH:24][CH:23]=[C:22]([O:26][CH3:27])[C:21]=2[O:28][CH3:29])[O:11][C@H:10]([CH2:30][CH2:31][CH2:32][C:33]#[N:34])[C:9]1=[O:35])(=[O:3])[CH3:2]. The catalyst class is: 125. (3) Product: [CH3:1][N:2]1[C:10]2[CH:9]3[CH2:8][CH:7]([C:11]3([CH3:13])[CH3:12])[CH2:6][C:5]=2[C:4]([CH:14]=[O:15])=[N:3]1. The catalyst class is: 10. Reactant: [CH3:1][N:2]1[C:10]2[CH:9]3[C:11]([CH3:13])([CH3:12])[CH:7]([CH2:8]3)[CH2:6][C:5]=2[C:4]([CH2:14][OH:15])=[N:3]1.